From a dataset of Full USPTO retrosynthesis dataset with 1.9M reactions from patents (1976-2016). Predict the reactants needed to synthesize the given product. (1) Given the product [Si:12]([O:19][CH2:20][C@@H:21]1[CH:26]=[C:25]([C:27](=[O:31])[N:28]([CH3:29])[CH3:30])[C@H:24]([OH:32])[CH2:23][N:22]1[C:33]([O:35][C:36]([CH3:39])([CH3:38])[CH3:37])=[O:34])([C:15]([CH3:18])([CH3:17])[CH3:16])([CH3:14])[CH3:13], predict the reactants needed to synthesize it. The reactants are: O.O.O.O.O.O.O.[Cl-].[Ce+3].[Cl-].[Cl-].[Si:12]([O:19][CH2:20][C@@H:21]1[CH:26]=[C:25]([C:27](=[O:31])[N:28]([CH3:30])[CH3:29])[C:24](=[O:32])[CH2:23][N:22]1[C:33]([O:35][C:36]([CH3:39])([CH3:38])[CH3:37])=[O:34])([C:15]([CH3:18])([CH3:17])[CH3:16])([CH3:14])[CH3:13].[BH4-].[Na+]. (2) Given the product [Cl:15][C:11]1[S:10][N:9]=[C:8]([C:5]2[CH:6]=[CH:7][C:2]([NH:1][C:25]([NH:24][C:18]3[CH:19]=[C:20]([CH3:23])[CH:21]=[CH:22][C:17]=3[F:16])=[O:26])=[CH:3][CH:4]=2)[C:12]=1[C:13]#[N:14], predict the reactants needed to synthesize it. The reactants are: [NH2:1][C:2]1[CH:7]=[CH:6][C:5]([C:8]2[C:12]([C:13]#[N:14])=[C:11]([Cl:15])[S:10][N:9]=2)=[CH:4][CH:3]=1.[F:16][C:17]1[CH:22]=[CH:21][C:20]([CH3:23])=[CH:19][C:18]=1[N:24]=[C:25]=[O:26].